This data is from Reaction yield outcomes from USPTO patents with 853,638 reactions. The task is: Predict the reaction yield, written as a fraction of the theoretical maximum amount of product (1.0 means a 100% yield; for example, 0.34 means a 34% yield). (1) The reactants are [C:1]([N:4]([C:34]1[CH:39]=[CH:38][C:37]([Cl:40])=[CH:36][CH:35]=1)[C@H:5]1[C:14]2[C:9](=[CH:10][CH:11]=[CH:12][CH:13]=2)[N:8]([C:15]([C:17]2[CH:32]=[CH:31][C:20]([O:21][CH2:22][CH:23]3[CH2:27][CH2:26][CH2:25][CH:24]3[C:28]([O-:30])=[O:29])=[CH:19][CH:18]=2)=[O:16])[C@@H:7]([CH3:33])[CH2:6]1)(=[O:3])[CH3:2].C(=O)([O-])[O-].[K+].[K+]. The catalyst is CO. The product is [C:1]([N:4]([C:34]1[CH:39]=[CH:38][C:37]([Cl:40])=[CH:36][CH:35]=1)[C@H:5]1[C:14]2[C:9](=[CH:10][CH:11]=[CH:12][CH:13]=2)[N:8]([C:15]([C:17]2[CH:32]=[CH:31][C:20]([O:21][CH2:22][C@@H:23]3[CH2:27][CH2:26][CH2:25][C@H:24]3[C:28]([OH:30])=[O:29])=[CH:19][CH:18]=2)=[O:16])[C@@H:7]([CH3:33])[CH2:6]1)(=[O:3])[CH3:2]. The yield is 0.100. (2) The reactants are C([O:14][C:15]([C:17]1([O:20]/[N:21]=[C:22](/[C:51]2[N:52]=[C:53]([NH:56]C(OC(C)(C)C)=O)[S:54][CH:55]=2)\[C:23]([NH:25][C@@H:26]2[C:29](=[O:30])[N:28]([S:31]([O-:34])(=[O:33])=[O:32])[C@@H:27]2[CH2:35][N:36]2[N:40]=[C:39]([CH2:41][S:42][CH:43]3[CH2:50][N:46]4[CH:47]=[N:48][CH:49]=[N+:45]4[CH2:44]3)[CH:38]=[N:37]2)=[O:24])[CH2:19][CH2:18]1)=[O:16])(C1C=CC=CC=1)C1C=CC=CC=1.C1(OC)C=CC=CC=1.C(O)(C(F)(F)F)=O. The catalyst is C(Cl)Cl. The product is [NH2:56][C:53]1[S:54][CH:55]=[C:51](/[C:22](=[N:21]/[O:20][C:17]2([C:15]([OH:16])=[O:14])[CH2:19][CH2:18]2)/[C:23]([NH:25][C@@H:26]2[C:29](=[O:30])[N:28]([S:31]([O-:34])(=[O:33])=[O:32])[C@@H:27]2[CH2:35][N:36]2[N:40]=[C:39]([CH2:41][S:42][CH:43]3[CH2:44][N:45]4[CH:49]=[N:48][CH:47]=[N+:46]4[CH2:50]3)[CH:38]=[N:37]2)=[O:24])[N:52]=1. The yield is 0.0800. (3) The reactants are O=[C:2]([C:24]1[CH:29]=[CH:28][CH:27]=[CH:26][CH:25]=1)[CH2:3][NH:4][C:5]([C:7]1[S:8][C:9]2[C:15]([N:16]3[CH2:21][CH2:20][O:19][CH2:18][CH2:17]3)=[CH:14][CH:13]=[C:12]([O:22][CH3:23])[C:10]=2[N:11]=1)=O.FC(F)(F)C([O-])=O.[NH4+:37]. The catalyst is O. The product is [CH3:23][O:22][C:12]1[C:10]2[N:11]=[C:7]([C:5]3[NH:4][CH:3]=[C:2]([C:24]4[CH:25]=[CH:26][CH:27]=[CH:28][CH:29]=4)[N:37]=3)[S:8][C:9]=2[C:15]([N:16]2[CH2:17][CH2:18][O:19][CH2:20][CH2:21]2)=[CH:14][CH:13]=1. The yield is 0.410.